From a dataset of Forward reaction prediction with 1.9M reactions from USPTO patents (1976-2016). Predict the product of the given reaction. (1) Given the reactants Cl[C:2]1[CH:7]=[CH:6][C:5]([C:8]([F:11])([F:10])[F:9])=[CH:4][N:3]=1.[Cl:12][C:13]1[CH:18]=[C:17]([Cl:19])[CH:16]=[CH:15][C:14]=1[C:20]1[C:25]([C:26]2[NH:27][CH:28]=[C:29]([CH3:31])[N:30]=2)=[CH:24][N:23]=[C:22]([NH:32][CH2:33][CH2:34][NH:35]C2N=CC(C#N)=CC=2)[N:21]=1, predict the reaction product. The product is: [Cl:12][C:13]1[CH:18]=[C:17]([Cl:19])[CH:16]=[CH:15][C:14]=1[C:20]1[C:25]([C:26]2[NH:27][CH:28]=[C:29]([CH3:31])[N:30]=2)=[CH:24][N:23]=[C:22]([NH:32][CH2:33][CH2:34][NH:35][C:2]2[CH:7]=[CH:6][C:5]([C:8]([F:11])([F:10])[F:9])=[CH:4][N:3]=2)[N:21]=1. (2) Given the reactants [CH:1]1([N:4]([CH2:6][C:7]2[CH:8]=[C:9]([NH:14][C:15](=[O:45])[CH2:16][N:17]3[CH:21]=[C:20]([O:22][C:23]4[C:32]5[C:27](=[CH:28][C:29]([O:35][CH2:36][CH2:37][O:38]C6CCCCO6)=[C:30]([O:33][CH3:34])[CH:31]=5)[N:26]=[CH:25][N:24]=4)[CH:19]=[N:18]3)[CH:10]=[C:11]([CH3:13])[CH:12]=2)[CH3:5])[CH2:3][CH2:2]1.C(O)(=O)C.O, predict the reaction product. The product is: [CH:1]1([N:4]([CH2:6][C:7]2[CH:8]=[C:9]([NH:14][C:15](=[O:45])[CH2:16][N:17]3[CH:21]=[C:20]([O:22][C:23]4[C:32]5[C:27](=[CH:28][C:29]([O:35][CH2:36][CH2:37][OH:38])=[C:30]([O:33][CH3:34])[CH:31]=5)[N:26]=[CH:25][N:24]=4)[CH:19]=[N:18]3)[CH:10]=[C:11]([CH3:13])[CH:12]=2)[CH3:5])[CH2:3][CH2:2]1.